This data is from Catalyst prediction with 721,799 reactions and 888 catalyst types from USPTO. The task is: Predict which catalyst facilitates the given reaction. (1) Reactant: [CH3:1][C:2]1[N:12]([CH2:13][C:14]2[CH:19]=[CH:18][C:17]([NH:20][CH2:21][CH:22]3[CH2:27][CH2:26][NH:25][CH2:24][CH2:23]3)=[CH:16][CH:15]=2)[C:5]2=[N:6][C:7]([CH3:11])=[CH:8][C:9]([CH3:10])=[C:4]2[N:3]=1.[CH3:28][N:29]1[CH2:34][CH2:33][C:32](=O)[CH2:31][CH2:30]1.C(O[BH-](OC(=O)C)OC(=O)C)(=O)C.[Na+].[OH-].[Na+]. Product: [CH3:1][C:2]1[N:12]([CH2:13][C:14]2[CH:19]=[CH:18][C:17]([NH:20][CH2:21][CH:22]3[CH2:23][CH2:24][N:25]([CH:32]4[CH2:33][CH2:34][N:29]([CH3:28])[CH2:30][CH2:31]4)[CH2:26][CH2:27]3)=[CH:16][CH:15]=2)[C:5]2=[N:6][C:7]([CH3:11])=[CH:8][C:9]([CH3:10])=[C:4]2[N:3]=1. The catalyst class is: 26. (2) Reactant: [Br:1][C:2]1[CH:3]=[C:4]2[C:9](=[CH:10][CH:11]=1)[N:8]=[C:7]([C:12]1[CH:17]=[C:16]([O:18][CH3:19])[C:15]([O:20][CH3:21])=[C:14]([O:22][CH3:23])[CH:13]=1)[CH:6]=[C:5]2[C:24]([OH:26])=O.Cl.Cl.[NH2:29][CH:30]([CH2:33][C:34]1[C:38]2=[N:39][CH:40]=[CH:41][CH:42]=[C:37]2[NH:36][CH:35]=1)[CH2:31][OH:32].C1C=CC2N(O)N=NC=2C=1.CCN=C=NCCCN(C)C. Product: [OH:32][CH2:31][CH:30]([NH:29][C:24]([C:5]1[C:4]2[C:9](=[CH:10][CH:11]=[C:2]([Br:1])[CH:3]=2)[N:8]=[C:7]([C:12]2[CH:17]=[C:16]([O:18][CH3:19])[C:15]([O:20][CH3:21])=[C:14]([O:22][CH3:23])[CH:13]=2)[CH:6]=1)=[O:26])[CH2:33][C:34]1[C:38]2=[N:39][CH:40]=[CH:41][CH:42]=[C:37]2[NH:36][CH:35]=1. The catalyst class is: 851. (3) Reactant: [Cl:1][C:2]1[CH:10]=[CH:9][CH:8]=[C:7]2[C:3]=1[CH:4]=[CH:5][NH:6]2.Br[CH2:12][CH:13]1[CH2:17][CH2:16][CH2:15][O:14]1.[OH-].[K+]. Product: [Cl:1][C:2]1[CH:10]=[CH:9][CH:8]=[C:7]2[C:3]=1[CH:4]=[CH:5][N:6]2[CH2:12][CH:13]1[CH2:17][CH2:16][CH2:15][O:14]1. The catalyst class is: 31. (4) Product: [O:19]([CH2:26][C:27]([NH:29][C:30]1[CH:66]=[CH:65][N:33]([C@@H:34]2[O:64][C@H:38]([CH2:39][O:40][C:41]([C:58]3[CH:59]=[CH:60][CH:61]=[CH:62][CH:63]=3)([C:42]3[CH:47]=[CH:46][C:45]([O:48][CH3:49])=[CH:44][CH:43]=3)[C:50]3[CH:51]=[CH:52][C:53]([O:56][CH3:57])=[CH:54][CH:55]=3)[C@@H:36]([O:37][P:8]([N:12]([CH:13]([CH3:14])[CH3:15])[CH:16]([CH3:17])[CH3:18])([O:9][CH2:88][CH2:87][O:86][CH2:85][CH2:84][O:83][C@@H:82]3[O:90][C@H:91]([CH2:102][O:103][C:104](=[O:106])[CH3:105])[C@@H:92]([O:98][C:99](=[O:101])[CH3:100])[C@H:93]([O:94][C:95](=[O:97])[CH3:96])[C@H:81]3[O:80][C:77](=[O:79])[CH3:78])=[O:10])[CH2:35]2)[C:32](=[O:67])[N:31]=1)=[O:28])[C:20]1[CH:21]=[CH:22][CH:23]=[CH:24][CH:25]=1. The catalyst class is: 4. Reactant: C(N([P:8]([N:12]([CH:16]([CH3:18])[CH3:17])[CH:13]([CH3:15])[CH3:14])(Cl)([O-:10])[O-:9])C(C)C)(C)C.[O:19]([CH2:26][C:27]([NH:29][C:30]1[CH:66]=[CH:65][N:33]([C@@H:34]2[O:64][C@H:38]([CH2:39][O:40][C:41]([C:58]3[CH:63]=[CH:62][CH:61]=[CH:60][CH:59]=3)([C:50]3[CH:55]=[CH:54][C:53]([O:56][CH3:57])=[CH:52][CH:51]=3)[C:42]3[CH:47]=[CH:46][C:45]([O:48][CH3:49])=[CH:44][CH:43]=3)[C@@H:36]([OH:37])[CH2:35]2)[C:32](=[O:67])[N:31]=1)=[O:28])[C:20]1[CH:25]=[CH:24][CH:23]=[CH:22][CH:21]=1.C(N(C(C)C)C(C)C)C.[C:77]([O:80][C@@H:81]1[C@@H:93]([O:94][C:95](=[O:97])[CH3:96])[C@H:92]([O:98][C:99](=[O:101])[CH3:100])[C@@H:91]([CH2:102][O:103][C:104](=[O:106])[CH3:105])[O:90][C@H:82]1[O:83][CH2:84][CH2:85][O:86][CH2:87][CH2:88]O)(=[O:79])[CH3:78].N1C=NN=N1. (5) Reactant: [CH2:1]([N:5]1[C:12]2[CH:13]=[CH:14][C:15]([C:17]3[CH:22]=[CH:21][C:20]([O:23][CH2:24][CH2:25][O:26][CH2:27][CH2:28][CH3:29])=[CH:19][CH:18]=3)=[CH:16][C:11]=2[CH:10]=[C:9]([C:30]([O:32]C)=[O:31])[CH2:8][CH2:7][CH2:6]1)[CH:2]([CH3:4])[CH3:3].[OH-].[Na+].Cl. Product: [CH2:1]([N:5]1[C:12]2[CH:13]=[CH:14][C:15]([C:17]3[CH:18]=[CH:19][C:20]([O:23][CH2:24][CH2:25][O:26][CH2:27][CH2:28][CH3:29])=[CH:21][CH:22]=3)=[CH:16][C:11]=2[CH:10]=[C:9]([C:30]([OH:32])=[O:31])[CH2:8][CH2:7][CH2:6]1)[CH:2]([CH3:4])[CH3:3]. The catalyst class is: 353. (6) Reactant: O1CCOCC1.CO.[Cl:9][C:10]1[CH:15]=[C:14]([O:16][CH3:17])[C:13]([NH:18]C(=O)OC(C)(C)C)=[C:12]([CH:26]([C:28]2[CH:33]=[CH:32][CH:31]=[C:30]([O:34][CH3:35])[C:29]=2[O:36][CH3:37])[OH:27])[CH:11]=1.[OH-].[K+]. Product: [NH2:18][C:13]1[C:14]([O:16][CH3:17])=[CH:15][C:10]([Cl:9])=[CH:11][C:12]=1[CH:26]([C:28]1[CH:33]=[CH:32][CH:31]=[C:30]([O:34][CH3:35])[C:29]=1[O:36][CH3:37])[OH:27]. The catalyst class is: 13. (7) Reactant: Cl[CH2:2][CH2:3][S:4](Cl)(=[O:6])=[O:5].[NH2:8][CH2:9][C@H:10]1[O:16][CH2:15][CH2:14][N:13]([C:17]([O:19][C:20]([CH3:23])([CH3:22])[CH3:21])=[O:18])[CH2:12][C@H:11]1[C:24]1[CH:29]=[CH:28][C:27]([Cl:30])=[C:26]([Cl:31])[CH:25]=1.C(N(CC)CC)C.O. Product: [Cl:31][C:26]1[CH:25]=[C:24]([C@H:11]2[C@@H:10]([CH2:9][NH:8][S:4]([CH:3]=[CH2:2])(=[O:6])=[O:5])[O:16][CH2:15][CH2:14][N:13]([C:17]([O:19][C:20]([CH3:23])([CH3:22])[CH3:21])=[O:18])[CH2:12]2)[CH:29]=[CH:28][C:27]=1[Cl:30]. The catalyst class is: 1.